Dataset: Forward reaction prediction with 1.9M reactions from USPTO patents (1976-2016). Task: Predict the product of the given reaction. Given the reactants FC(F)(F)S(O[C:7]1[CH2:15][C@@H:14]2[N:10]([CH2:11][C@H:12]([O:23][C@@H:24]([C:26]3[CH:31]=[C:30]([C:32]([F:35])([F:34])[F:33])[CH:29]=[C:28]([C:36]([F:39])([F:38])[F:37])[CH:27]=3)[CH3:25])[C@H:13]2[C:16]2[CH:21]=[CH:20][C:19]([F:22])=[CH:18][CH:17]=2)[C:9](=[O:40])[CH:8]=1)(=O)=O.[C:43]([N:47]1[CH2:52][CH:51]=[C:50]([Sn](C)(C)C)[CH2:49][CH2:48]1)([CH3:46])([CH3:45])[CH3:44].[Li+].[Cl-].C(Cl)Cl, predict the reaction product. The product is: [F:39][C:36]([F:37])([F:38])[C:28]1[CH:27]=[C:26]([C@H:24]([O:23][C@H:12]2[CH2:11][N:10]3[C@@H:14]([CH2:15][C:7]([C:50]4[CH2:51][CH2:52][N:47]([C:43]([CH3:46])([CH3:45])[CH3:44])[CH2:48][CH:49]=4)=[CH:8][C:9]3=[O:40])[C@@H:13]2[C:16]2[CH:17]=[CH:18][C:19]([F:22])=[CH:20][CH:21]=2)[CH3:25])[CH:31]=[C:30]([C:32]([F:34])([F:35])[F:33])[CH:29]=1.